From a dataset of Full USPTO retrosynthesis dataset with 1.9M reactions from patents (1976-2016). Predict the reactants needed to synthesize the given product. (1) Given the product [Br:1][C:2]1[C:3](=[O:34])[N:4]([C:24]2[CH:25]=[C:26]([C:27]([NH:44][CH3:43])=[O:28])[CH:30]=[CH:31][C:32]=2[CH3:33])[C:5]([CH3:23])=[CH:6][C:7]=1[O:8][CH2:9][C:10]1[CH:15]=[CH:14][C:13]([F:16])=[CH:12][C:11]=1[CH2:17][NH:18][C:19](=[O:20])[O:21][CH3:22], predict the reactants needed to synthesize it. The reactants are: [Br:1][C:2]1[C:3](=[O:34])[N:4]([C:24]2[CH:25]=[C:26]([CH:30]=[CH:31][C:32]=2[CH3:33])[C:27](O)=[O:28])[C:5]([CH3:23])=[CH:6][C:7]=1[O:8][CH2:9][C:10]1[CH:15]=[CH:14][C:13]([F:16])=[CH:12][C:11]=1[CH2:17][NH:18][C:19]([O:21][CH3:22])=[O:20].ClC(OCC(C)C)=O.[CH3:43][N:44]1CCOCC1.CN.C1COCC1. (2) Given the product [C:24]([O:28][C:29](=[O:38])[NH:30][C:31]1[CH:36]=[CH:35][CH:34]=[C:33]([S:37][C:8]2[C:9]3[C:14]([NH2:15])=[N:13][CH:12]=[N:11][C:10]=3[N:6]([CH:1]3[CH2:5][CH2:4][CH2:3][CH2:2]3)[CH:7]=2)[CH:32]=1)([CH3:27])([CH3:25])[CH3:26], predict the reactants needed to synthesize it. The reactants are: [CH:1]1([N:6]2[C:10]3[N:11]=[CH:12][N:13]=[C:14]([NH2:15])[C:9]=3[C:8](I)=[CH:7]2)[CH2:5][CH2:4][CH2:3][CH2:2]1.CN1CCOCC1.[C:24]([O:28][C:29](=[O:38])[NH:30][C:31]1[CH:36]=[CH:35][CH:34]=[C:33]([SH:37])[CH:32]=1)([CH3:27])([CH3:26])[CH3:25]. (3) Given the product [Br:10][C:11]1[CH:16]=[CH:15][C:14]([Cl:17])=[CH:13][C:12]=1[CH2:18][O:9][C:5]1[CH:6]=[CH:7][CH:8]=[C:3]([O:2][CH3:1])[CH:4]=1, predict the reactants needed to synthesize it. The reactants are: [CH3:1][O:2][C:3]1[CH:4]=[C:5]([OH:9])[CH:6]=[CH:7][CH:8]=1.[Br:10][C:11]1[CH:16]=[CH:15][C:14]([Cl:17])=[CH:13][C:12]=1[CH2:18]Br.C(=O)([O-])[O-].[K+].[K+].O.